Dataset: NCI-60 drug combinations with 297,098 pairs across 59 cell lines. Task: Regression. Given two drug SMILES strings and cell line genomic features, predict the synergy score measuring deviation from expected non-interaction effect. (1) Drug 1: CCN(CC)CCNC(=O)C1=C(NC(=C1C)C=C2C3=C(C=CC(=C3)F)NC2=O)C. Drug 2: CC(C)(C#N)C1=CC(=CC(=C1)CN2C=NC=N2)C(C)(C)C#N. Cell line: MDA-MB-231. Synergy scores: CSS=-2.08, Synergy_ZIP=-0.776, Synergy_Bliss=-3.46, Synergy_Loewe=-4.04, Synergy_HSA=-4.86. (2) Cell line: NCI/ADR-RES. Synergy scores: CSS=3.77, Synergy_ZIP=-1.38, Synergy_Bliss=-4.40, Synergy_Loewe=-9.53, Synergy_HSA=-6.54. Drug 1: CC1OCC2C(O1)C(C(C(O2)OC3C4COC(=O)C4C(C5=CC6=C(C=C35)OCO6)C7=CC(=C(C(=C7)OC)O)OC)O)O. Drug 2: CN(CCCl)CCCl.Cl.